From a dataset of Full USPTO retrosynthesis dataset with 1.9M reactions from patents (1976-2016). Predict the reactants needed to synthesize the given product. (1) Given the product [NH2:31][C:28]1[CH:29]=[CH:30][C:25]([C:15]2[C:14]([CH2:13][N:12]([CH3:34])[CH2:11][CH2:10][N:2]([CH3:1])[C:3](=[O:9])[O:4][C:5]([CH3:8])([CH3:7])[CH3:6])=[CH:18][N:17]([CH:19]3[CH2:24][CH2:23][CH2:22][CH2:21][O:20]3)[N:16]=2)=[CH:26][CH:27]=1, predict the reactants needed to synthesize it. The reactants are: [CH3:1][N:2]([CH2:10][CH2:11][N:12]([CH3:34])[CH2:13][C:14]1[C:15]([C:25]2[CH:30]=[CH:29][C:28]([N+:31]([O-])=O)=[CH:27][CH:26]=2)=[N:16][N:17]([CH:19]2[CH2:24][CH2:23][CH2:22][CH2:21][O:20]2)[CH:18]=1)[C:3](=[O:9])[O:4][C:5]([CH3:8])([CH3:7])[CH3:6]. (2) The reactants are: [Cl:1][C:2]1[S:6][C:5]([C:7]([OH:9])=O)=[CH:4][CH:3]=1.CN(C(ON1N=NC2C=CC=CC1=2)=[N+](C)C)C.[B-](F)(F)(F)F.CN1CCOCC1.[NH2:39][C@H:40]([CH2:56][CH2:57][C:58]1[NH:62][N:61]=[N:60][N:59]=1)[C:41]([NH:43][C:44]1[CH:55]=[CH:54][C:47]2[CH2:48][CH2:49][N:50]([CH3:53])[CH2:51][CH2:52][C:46]=2[CH:45]=1)=[O:42].C(O)(C(F)(F)F)=O. Given the product [NH:62]1[C:58]([CH2:57][CH2:56][C@@H:40]([NH:39][C:7]([C:5]2[S:6][C:2]([Cl:1])=[CH:3][CH:4]=2)=[O:9])[C:41](=[O:42])[NH:43][C:44]2[CH:55]=[CH:54][C:47]3[CH2:48][CH2:49][N:50]([CH3:53])[CH2:51][CH2:52][C:46]=3[CH:45]=2)=[N:59][N:60]=[N:61]1, predict the reactants needed to synthesize it. (3) Given the product [CH3:18][C:13]1([CH3:19])[C:14]([CH3:17])([CH3:16])[O:15][B:11]([C:2]2[CH:10]=[CH:9][CH:8]=[C:7]3[C:3]=2[CH:4]=[CH:5][NH:6]3)[O:12]1, predict the reactants needed to synthesize it. The reactants are: Br[C:2]1[CH:10]=[CH:9][CH:8]=[C:7]2[C:3]=1[CH:4]=[CH:5][NH:6]2.[B:11]1([B:11]2[O:15][C:14]([CH3:17])([CH3:16])[C:13]([CH3:19])([CH3:18])[O:12]2)[O:15][C:14]([CH3:17])([CH3:16])[C:13]([CH3:19])([CH3:18])[O:12]1.C([O-])(=O)C.[K+].O. (4) Given the product [NH2:17][C:14]1([C:12]([NH:11][C@@H:10]2[CH2:9][CH2:8][C:7]3[CH:25]=[CH:26][CH:27]=[CH:28][C:6]=3[N:5]3[CH:1]=[CH:2][N:3]=[C:4]23)=[O:13])[CH2:15][CH2:16]1, predict the reactants needed to synthesize it. The reactants are: [CH:1]1[N:5]2[C:6]3[CH:28]=[CH:27][CH:26]=[CH:25][C:7]=3[CH2:8][CH2:9][C@@H:10]([NH:11][C:12]([C:14]3([NH:17]C(=O)OC(C)(C)C)[CH2:16][CH2:15]3)=[O:13])[C:4]2=[N:3][CH:2]=1.FC(F)(F)C(O)=O. (5) The reactants are: Cl.Cl.[NH2:3][CH:4]1[CH2:7][N:6]([C:8]2[C:18]([C:19]#[N:20])=[CH:17][C:11]([C:12]([O:14][CH2:15][CH3:16])=[O:13])=[C:10]([CH3:21])[N:9]=2)[CH2:5]1.ClC(Cl)(Cl)C[O:25][C:26](=O)[NH:27][S:28]([C:31]1[S:32][C:33]([Cl:36])=[CH:34][CH:35]=1)(=[O:30])=[O:29].CCN(C(C)C)C(C)C.CCOC(C)=O. Given the product [Cl:36][C:33]1[S:32][C:31]([S:28]([NH:27][C:26]([NH:3][CH:4]2[CH2:5][N:6]([C:8]3[C:18]([C:19]#[N:20])=[CH:17][C:11]([C:12]([O:14][CH2:15][CH3:16])=[O:13])=[C:10]([CH3:21])[N:9]=3)[CH2:7]2)=[O:25])(=[O:30])=[O:29])=[CH:35][CH:34]=1, predict the reactants needed to synthesize it. (6) Given the product [O:1]=[C:2]1[CH2:6][CH2:5][CH2:4][CH:3]1[C:7]([O:9][CH2:10][C:11]1[CH:17]=[CH:18][CH:13]=[CH:14][CH:15]=1)=[O:8], predict the reactants needed to synthesize it. The reactants are: [O:1]=[C:2]1[CH2:6][CH2:5][CH2:4][CH:3]1[C:7]([O:9][CH2:10][CH3:11])=[O:8].C(O)[C:13]1[CH:18]=[CH:17]C=[CH:15][CH:14]=1. (7) Given the product [C:1]1([CH2:7][CH2:8][C:9]2[C:17]3[O:16][CH:15]([CH2:18][NH2:19])[CH2:14][C:13]=3[CH:12]=[CH:11][CH:10]=2)[CH:6]=[CH:5][CH:4]=[CH:3][CH:2]=1, predict the reactants needed to synthesize it. The reactants are: [C:1]1(/[CH:7]=[CH:8]/[C:9]2[C:17]3[O:16][CH:15]([CH2:18][N:19]=[N+]=[N-])[CH2:14][C:13]=3[CH:12]=[CH:11][CH:10]=2)[CH:6]=[CH:5][CH:4]=[CH:3][CH:2]=1. (8) The reactants are: [Cl:1][C:2]1[C:11]([CH3:12])=[CH:10][C:5]2[NH:6][C:7](=O)[NH:8][C:4]=2[CH:3]=1.O=P(Cl)(Cl)[Cl:15]. Given the product [Cl:15][C:7]1[NH:6][C:5]2[CH:10]=[C:11]([CH3:12])[C:2]([Cl:1])=[CH:3][C:4]=2[N:8]=1, predict the reactants needed to synthesize it.